The task is: Predict the reactants needed to synthesize the given product.. This data is from Full USPTO retrosynthesis dataset with 1.9M reactions from patents (1976-2016). Given the product [CH2:1]([O:3][C:4](=[O:29])[CH:5]([C:13]1[N:14]([CH3:28])[C:15]2[C:20]([C:21]=1[S:22][C:23]([CH3:25])([CH3:24])[CH3:26])=[CH:19][C:18]([O:27][CH2:31][C:32]1[CH:37]=[CH:36][C:35]([CH3:38])=[CH:34][N:33]=1)=[CH:17][CH:16]=2)[CH2:6][C:7]1[CH:8]=[CH:9][CH:10]=[CH:11][CH:12]=1)[CH3:2], predict the reactants needed to synthesize it. The reactants are: [CH2:1]([O:3][C:4](=[O:29])[CH:5]([C:13]1[N:14]([CH3:28])[C:15]2[C:20]([C:21]=1[S:22][C:23]([CH3:26])([CH3:25])[CH3:24])=[CH:19][C:18]([OH:27])=[CH:17][CH:16]=2)[CH2:6][C:7]1[CH:12]=[CH:11][CH:10]=[CH:9][CH:8]=1)[CH3:2].Cl[CH2:31][C:32]1[CH:37]=[CH:36][C:35]([CH3:38])=[CH:34][N:33]=1.